From a dataset of Reaction yield outcomes from USPTO patents with 853,638 reactions. Predict the reaction yield, written as a fraction of the theoretical maximum amount of product (1.0 means a 100% yield; for example, 0.34 means a 34% yield). (1) The reactants are [CH3:1][N:2]([C:10]([C:12]1[CH:17]=[CH:16][C:15]([C:18]2[CH:23]=[CH:22][C:21]([N+:24]([O-])=O)=[CH:20][CH:19]=2)=[CH:14][CH:13]=1)=[O:11])[C@H:3]([C:7]([O-:9])=[O:8])[CH:4]([CH3:6])[CH3:5].Cl.[CH2:28](O)C. The catalyst is [Fe]. The product is [NH2:24][C:21]1[CH:22]=[CH:23][C:18]([C:15]2[CH:16]=[CH:17][C:12]([C:10]([N:2]([CH3:1])[C@H:3]([C:7]([O:9][CH3:28])=[O:8])[CH:4]([CH3:6])[CH3:5])=[O:11])=[CH:13][CH:14]=2)=[CH:19][CH:20]=1. The yield is 0.760. (2) The product is [C:4]([O:3][C:1]([N:8]1[CH2:13][C@@H:12]2[CH2:14][C@H:9]1[CH2:10][N:11]2[C:18]1[C:19]2[N:25]=[C:24]([C:26]3[CH:31]=[CH:30][C:29]([F:32])=[CH:28][CH:27]=3)[CH:23]=[CH:22][C:20]=2[N:21]=[C:16]([NH2:15])[N:17]=1)=[O:2])([CH3:7])([CH3:6])[CH3:5]. No catalyst specified. The reactants are [C:1]([N:8]1[CH2:13][C@@H:12]2[CH2:14][C@H:9]1[CH2:10][NH:11]2)([O:3][C:4]([CH3:7])([CH3:6])[CH3:5])=[O:2].[NH2:15][C:16]1[NH:17][C:18](=O)[C:19]2[N:25]=[C:24]([C:26]3[CH:31]=[CH:30][C:29]([F:32])=[CH:28][CH:27]=3)[CH:23]=[CH:22][C:20]=2[N:21]=1. The yield is 0.770. (3) The reactants are [BH4-].[Na+].[CH3:3][O:4][C:5]1[CH:6]=[C:7]([CH:22]=[O:23])[C:8]2[O:12][C:11]([C:13]3[CH:18]=[CH:17][C:16]([O:19][CH3:20])=[CH:15][CH:14]=3)=[N:10][C:9]=2[CH:21]=1. The catalyst is CO. The product is [CH3:3][O:4][C:5]1[CH:6]=[C:7]([CH2:22][OH:23])[C:8]2[O:12][C:11]([C:13]3[CH:14]=[CH:15][C:16]([O:19][CH3:20])=[CH:17][CH:18]=3)=[N:10][C:9]=2[CH:21]=1. The yield is 0.830. (4) The reactants are [C:1]([C:5]1[CH:6]=[C:7]([C:17]2[CH:18]=[N:19][C:20]([C:23]([F:26])([F:25])[F:24])=[CH:21][CH:22]=2)[C:8]([O:13][CH2:14][O:15][CH3:16])=[C:9]([CH:12]=1)[CH:10]=[O:11])([CH3:4])([CH3:3])[CH3:2].[CH3:27][Mg]Br.C(OCC)C. The catalyst is C1COCC1. The product is [C:1]([C:5]1[CH:6]=[C:7]([C:17]2[CH:18]=[N:19][C:20]([C:23]([F:26])([F:24])[F:25])=[CH:21][CH:22]=2)[C:8]([O:13][CH2:14][O:15][CH3:16])=[C:9]([CH:10]([OH:11])[CH3:27])[CH:12]=1)([CH3:4])([CH3:2])[CH3:3]. The yield is 0.630. (5) The reactants are [F:1][C:2]([F:25])([F:24])[C:3]1[CH:8]=[CH:7][C:6]([C:9]2[O:13][C:12]([C:14]3[CH:23]=[CH:22][C:17]([C:18]([O:20]C)=[O:19])=[CH:16][CH:15]=3)=[N:11][N:10]=2)=[CH:5][CH:4]=1.[OH-].[Na+].Cl. The catalyst is O1CCCC1. The product is [F:25][C:2]([F:1])([F:24])[C:3]1[CH:8]=[CH:7][C:6]([C:9]2[O:13][C:12]([C:14]3[CH:23]=[CH:22][C:17]([C:18]([OH:20])=[O:19])=[CH:16][CH:15]=3)=[N:11][N:10]=2)=[CH:5][CH:4]=1. The yield is 0.920. (6) The reactants are [Cl:1][C:2]1[CH:7]=[C:6]([I:8])[CH:5]=[CH:4][C:3]=1[NH:9][C:10]1[N:15]([CH3:16])[C:14](=[O:17])[C:13]2[CH2:18][CH2:19][CH2:20][C:12]=2[C:11]=1[C:21](OCC)=[O:22].[Si:26]([O:33][CH2:34][CH2:35][O:36][NH2:37])([C:29]([CH3:32])([CH3:31])[CH3:30])([CH3:28])[CH3:27].[Li+].C[Si]([N-][Si](C)(C)C)(C)C. The catalyst is C1COCC1. The product is [Si:26]([O:33][CH2:34][CH2:35][O:36][NH:37][C:21]([C:11]1[C:12]2[CH2:20][CH2:19][CH2:18][C:13]=2[C:14](=[O:17])[N:15]([CH3:16])[C:10]=1[NH:9][C:3]1[CH:4]=[CH:5][C:6]([I:8])=[CH:7][C:2]=1[Cl:1])=[O:22])([C:29]([CH3:32])([CH3:31])[CH3:30])([CH3:28])[CH3:27]. The yield is 0.360. (7) The product is [CH2:35]([NH:37][C:38]([NH:33][S:30]([C:11]1[CH:10]=[C:9]([NH:8][C:5]2[CH:6]=[CH:7][C:2]([F:1])=[CH:3][C:4]=2[CH3:34])[C:14]([C:15]([N:17]2[CH2:18][CH2:19][CH:20]([C:23]3[CH:28]=[CH:27][C:26]([F:29])=[CH:25][CH:24]=3)[CH2:21][CH2:22]2)=[O:16])=[CH:13][N:12]=1)(=[O:31])=[O:32])=[O:39])[CH3:36]. No catalyst specified. The reactants are [F:1][C:2]1[CH:7]=[CH:6][C:5]([NH:8][C:9]2[C:14]([C:15]([N:17]3[CH2:22][CH2:21][CH:20]([C:23]4[CH:28]=[CH:27][C:26]([F:29])=[CH:25][CH:24]=4)[CH2:19][CH2:18]3)=[O:16])=[CH:13][N:12]=[C:11]([S:30]([NH2:33])(=[O:32])=[O:31])[CH:10]=2)=[C:4]([CH3:34])[CH:3]=1.[CH2:35]([N:37]=[C:38]=[O:39])[CH3:36]. The yield is 0.580. (8) The reactants are [H-].[Al+3].[Li+].[H-].[H-].[H-].[CH2:7]([N:14]1[C:18]([CH3:20])([CH3:19])[CH2:17][CH:16]([C:21](OC)=[O:22])[C:15]1=O)[C:8]1[CH:13]=[CH:12][CH:11]=[CH:10][CH:9]=1. The catalyst is C1COCC1. The product is [CH2:7]([N:14]1[C:18]([CH3:19])([CH3:20])[CH2:17][CH:16]([CH2:21][OH:22])[CH2:15]1)[C:8]1[CH:13]=[CH:12][CH:11]=[CH:10][CH:9]=1. The yield is 0.538. (9) The reactants are [H-].[H-].[H-].[H-].[Al+3].[Li+].[CH2:7]([C@@H:9]([C:17]1[CH:22]=[CH:21][CH:20]=[C:19]([O:23][CH3:24])[CH:18]=1)[C@@H:10]([CH3:16])[C:11]([N:13]([CH3:15])[CH3:14])=O)[CH3:8]. The catalyst is O1CCCC1. The product is [CH2:7]([C@@H:9]([C:17]1[CH:22]=[CH:21][CH:20]=[C:19]([O:23][CH3:24])[CH:18]=1)[C@@H:10]([CH3:16])[CH2:11][N:13]([CH3:15])[CH3:14])[CH3:8]. The yield is 0.900.